Dataset: TCR-epitope binding with 47,182 pairs between 192 epitopes and 23,139 TCRs. Task: Binary Classification. Given a T-cell receptor sequence (or CDR3 region) and an epitope sequence, predict whether binding occurs between them. (1) The epitope is VTEHDTLLY. The TCR CDR3 sequence is CASSLLPGYEQYF. Result: 0 (the TCR does not bind to the epitope). (2) The epitope is TLIGDCATV. The TCR CDR3 sequence is CASSDALLSYNEQFF. Result: 1 (the TCR binds to the epitope). (3) Result: 0 (the TCR does not bind to the epitope). The TCR CDR3 sequence is CAIREENRGPYGYTF. The epitope is YLDAYNMMI. (4) The epitope is YYRRATRRIR. The TCR CDR3 sequence is CASSLALGLLDTQYF. Result: 0 (the TCR does not bind to the epitope). (5) The epitope is TFYLTNDVSFL. The TCR CDR3 sequence is CASSLEIQGVGQPQHF. Result: 0 (the TCR does not bind to the epitope). (6) The epitope is IPRRNVATL. The TCR CDR3 sequence is CASSLGHQLVEQYF. Result: 1 (the TCR binds to the epitope).